This data is from Forward reaction prediction with 1.9M reactions from USPTO patents (1976-2016). The task is: Predict the product of the given reaction. (1) Given the reactants C(O)(C(F)(F)F)=[O:2].C(O[C@@H](CCNC(OCC1C=CC=CC=1)=O)C(=O)[O:19][C:20]1[C:25](F)=[C:24](F)[C:23](F)=[C:22](F)[C:21]=1F)(=O)C1C=CC=CC=1.[NH4+:45].[OH-:46], predict the reaction product. The product is: [N+:45]([C:21]1[CH:22]=[CH:23][CH:24]=[CH:25][C:20]=1[OH:19])([O-:2])=[O:46]. (2) Given the reactants [CH3:1][C:2]1[C:7]([O:8][C:9]2[CH:14]=[CH:13][N:12]=[C:11]([C:15]3[CH:16]=[N:17][N:18]([CH3:20])[CH:19]=3)[CH:10]=2)=[C:6]([CH3:21])[N:5]=[C:4]([NH:22]C(=O)C)[CH:3]=1.Cl, predict the reaction product. The product is: [CH3:1][C:2]1[C:7]([O:8][C:9]2[CH:14]=[CH:13][N:12]=[C:11]([C:15]3[CH:16]=[N:17][N:18]([CH3:20])[CH:19]=3)[CH:10]=2)=[C:6]([CH3:21])[N:5]=[C:4]([NH2:22])[CH:3]=1. (3) Given the reactants [CH3:1][C:2]1[C:7]2[C:8]([CH2:11][N:12]3[C:16]4[CH:17]=[CH:18][CH:19]=[CH:20][C:15]=4[N:14]=[C:13]3[S:21][CH2:22][CH2:23][CH2:24][C:25]([OH:27])=[O:26])=[CH:9][S:10][C:6]=2[CH:5]=[CH:4][CH:3]=1.O1CCOCC1.[ClH:34], predict the reaction product. The product is: [ClH:34].[CH3:1][C:2]1[C:7]2[C:8]([CH2:11][N:12]3[C:16]4[CH:17]=[CH:18][CH:19]=[CH:20][C:15]=4[N:14]=[C:13]3[S:21][CH2:22][CH2:23][CH2:24][C:25]([OH:27])=[O:26])=[CH:9][S:10][C:6]=2[CH:5]=[CH:4][CH:3]=1. (4) Given the reactants [Br:1][C:2]1[CH:3]=[C:4]([CH:27]=[CH:28][CH:29]=1)[CH2:5][N:6]1[C:14]2[C:13](=[O:15])[N:12]([CH3:16])[C:11](=[O:17])[N:10]([CH3:18])[C:9]=2[N:8]=[C:7]1[CH2:19][CH:20]([CH3:26])[C:21]([O:23]CC)=[O:22].[OH-].[K+], predict the reaction product. The product is: [Br:1][C:2]1[CH:3]=[C:4]([CH:27]=[CH:28][CH:29]=1)[CH2:5][N:6]1[C:14]2[C:13](=[O:15])[N:12]([CH3:16])[C:11](=[O:17])[N:10]([CH3:18])[C:9]=2[N:8]=[C:7]1[CH2:19][CH:20]([CH3:26])[C:21]([OH:23])=[O:22].